Dataset: Full USPTO retrosynthesis dataset with 1.9M reactions from patents (1976-2016). Task: Predict the reactants needed to synthesize the given product. (1) Given the product [C:23]([C:7]1[C:8]2[C:13](=[CH:12][CH:11]=[C:10]([O:16][C:17]3[CH:22]=[CH:21][CH:20]=[CH:19][CH:18]=3)[CH:9]=2)[C:14]([OH:15])=[C:5]([C:3]([NH:25][CH2:26][C@H:27]([OH:31])[C:28]([OH:30])=[O:29])=[O:4])[N:6]=1)#[N:24], predict the reactants needed to synthesize it. The reactants are: CO[C:3]([C:5]1[N:6]=[C:7]([C:23]#[N:24])[C:8]2[C:13]([C:14]=1[OH:15])=[CH:12][CH:11]=[C:10]([O:16][C:17]1[CH:22]=[CH:21][CH:20]=[CH:19][CH:18]=1)[CH:9]=2)=[O:4].[NH2:25][CH2:26][C@H:27]([OH:31])[C:28]([OH:30])=[O:29].C[O-].[Na+].CO. (2) Given the product [CH:1]1([CH2:6][C@H:7]([CH2:28][N:29]([CH:38]=[O:39])[O:30][CH2:31][C:32]2[CH:33]=[CH:34][CH:35]=[CH:36][CH:37]=2)[C:8]([N:10]2[C@H:14]([C:15]([NH:61][C:62]3[C:67]([CH3:68])=[CH:66][CH:65]=[CH:64][N:63]=3)=[O:17])[CH2:13][CH2:12][N:11]2[C:18]([O:20][CH2:21][C:22]2[CH:23]=[CH:24][CH:25]=[CH:26][CH:27]=2)=[O:19])=[O:9])[CH2:2][CH2:3][CH2:4][CH2:5]1, predict the reactants needed to synthesize it. The reactants are: [CH:1]1([CH2:6][C@H:7]([CH2:28][N:29]([CH:38]=[O:39])[O:30][CH2:31][C:32]2[CH:37]=[CH:36][CH:35]=[CH:34][CH:33]=2)[C:8]([N:10]2[CH:14]([C:15]([OH:17])=O)[CH2:13][CH2:12][N:11]2[C:18]([O:20][CH2:21][C:22]2[CH:27]=[CH:26][CH:25]=[CH:24][CH:23]=2)=[O:19])=[O:9])[CH2:5][CH2:4][CH2:3][CH2:2]1.C(N(CC)C(C)C)(C)C.ClC1C=C(Cl)C=C(Cl)C=1C(Cl)=O.[NH2:61][C:62]1[C:67]([CH3:68])=[CH:66][CH:65]=[CH:64][N:63]=1. (3) Given the product [CH:11]1([C:9]2[NH:8][C:4]3=[N:5][CH:6]=[CH:7][C:2]([C:26]4[CH:27]=[CH:28][C:21]([O:20][CH:17]5[CH2:18][CH2:19][O:14][CH2:15][CH2:16]5)=[C:22]([CH:25]=4)[C:23]#[N:24])=[C:3]3[CH:10]=2)[CH2:13][CH2:12]1, predict the reactants needed to synthesize it. The reactants are: Br[C:2]1[CH:7]=[CH:6][N:5]=[C:4]2[NH:8][C:9]([CH:11]3[CH2:13][CH2:12]3)=[CH:10][C:3]=12.[O:14]1[CH2:19][CH2:18][CH:17]([O:20][C:21]2[CH:28]=[CH:27][C:26](B3OC(C)(C)C(C)(C)O3)=[CH:25][C:22]=2[C:23]#[N:24])[CH2:16][CH2:15]1.C([O-])([O-])=O.[Cs+].[Cs+]. (4) Given the product [CH3:26][NH:27][C:2]1[S:10][C:9]2[C:8]([C:11]([C:13]3[S:14][CH:15]=[CH:16][CH:17]=3)=[O:12])=[N:7][C:6]([NH:18][CH2:19][C:20]3[CH:21]=[N:22][CH:23]=[CH:24][CH:25]=3)=[N:5][C:4]=2[CH:3]=1, predict the reactants needed to synthesize it. The reactants are: Cl[C:2]1[S:10][C:9]2[C:8]([C:11]([C:13]3[S:14][CH:15]=[CH:16][CH:17]=3)=[O:12])=[N:7][C:6]([NH:18][CH2:19][C:20]3[CH:21]=[N:22][CH:23]=[CH:24][CH:25]=3)=[N:5][C:4]=2[CH:3]=1.[CH3:26][NH2:27].O. (5) Given the product [S:9]1[CH:8]=[C:7]([CH2:10][NH:15][S:12]([NH2:16])(=[O:14])=[O:13])[C:5]2[CH:6]=[CH:1][CH:2]=[CH:3][C:4]1=2, predict the reactants needed to synthesize it. The reactants are: [CH:1]1[CH:6]=[C:5]2[C:7]([CH:10]=O)=[CH:8][S:9][C:4]2=[CH:3][CH:2]=1.[S:12]([NH2:16])([NH2:15])(=[O:14])=[O:13].S(=O)(=O)(O)N.[BH4-].[Li+].Cl. (6) Given the product [Cl:1][C:2]1[CH:7]=[CH:6][C:5]([CH:8]([NH:23][C:24]2[CH:25]=[C:26]([CH3:32])[C:27](=[O:31])[N:28]([CH3:30])[CH:29]=2)[C:9]2[CH:10]=[N:11][N:12]([CH:19]([CH3:21])[CH3:20])[C:13]=2[C:14]([O:16][CH2:17][CH3:18])=[O:15])=[CH:4][CH:3]=1, predict the reactants needed to synthesize it. The reactants are: [Cl:1][C:2]1[CH:7]=[CH:6][C:5]([CH:8](O)[C:9]2[CH:10]=[N:11][N:12]([CH:19]([CH3:21])[CH3:20])[C:13]=2[C:14]([O:16][CH2:17][CH3:18])=[O:15])=[CH:4][CH:3]=1.[NH2:23][C:24]1[CH:25]=[C:26]([CH3:32])[C:27](=[O:31])[N:28]([CH3:30])[CH:29]=1. (7) The reactants are: C([SiH](CC)CC)C.[CH3:8][O:9][C:10](=[O:40])[C:11]([C:13]1[C:21]2[C:16](=[CH:17][CH:18]=[CH:19][CH:20]=2)[NH:15][C:14]=1[C:22]1[CH:27]=[CH:26][C:25]([Cl:28])=[C:24]([S:29]([CH2:32][C:33]2[CH:38]=[CH:37][CH:36]=[C:35]([Cl:39])[CH:34]=2)(=[O:31])=[O:30])[CH:23]=1)=O. Given the product [CH3:8][O:9][C:10](=[O:40])[CH2:11][C:13]1[C:21]2[C:16](=[CH:17][CH:18]=[CH:19][CH:20]=2)[NH:15][C:14]=1[C:22]1[CH:27]=[CH:26][C:25]([Cl:28])=[C:24]([S:29]([CH2:32][C:33]2[CH:38]=[CH:37][CH:36]=[C:35]([Cl:39])[CH:34]=2)(=[O:31])=[O:30])[CH:23]=1, predict the reactants needed to synthesize it. (8) Given the product [CH3:21][O:22][C:23]([C@H:10]1[CH2:5][N:6]([C:11]2[CH:16]=[CH:15][C:14]([C:17]([F:18])([F:19])[F:20])=[CH:13][N:12]=2)[CH2:7][CH2:8][NH:9]1)=[O:24], predict the reactants needed to synthesize it. The reactants are: COC([CH:5]1[CH2:10][NH:9][CH2:8][CH2:7][N:6]1[C:11]1[CH:16]=[CH:15][C:14]([C:17]([F:20])([F:19])[F:18])=[CH:13][N:12]=1)=O.[CH3:21][O:22][C:23](C1N(C2C=CC(C(F)(F)F)=CN=2)CCN([C:23]([O:22][C:21](C)(C)C)=[O:24])C1)=[O:24].C(O)(C(F)(F)F)=O.C(Cl)Cl.